Task: Predict which catalyst facilitates the given reaction.. Dataset: Catalyst prediction with 721,799 reactions and 888 catalyst types from USPTO (1) Reactant: C1C(=O)N([Br:8])C(=O)C1.[Br:9][C:10]1[CH:15]=[CH:14][C:13]([C:16]2[O:17][C:18]([CH3:23])=[C:19]([CH:21]=[CH2:22])[N:20]=2)=[CH:12][CH:11]=1.CCOC(C)=O.[OH2:30]. Product: [Br:8][CH2:22][CH:21]([C:19]1[N:20]=[C:16]([C:13]2[CH:12]=[CH:11][C:10]([Br:9])=[CH:15][CH:14]=2)[O:17][C:18]=1[CH3:23])[OH:30]. The catalyst class is: 16. (2) Reactant: Br[C:2]1[CH:3]=[C:4]([CH:9]=[C:10](OC)[CH:11]=1)[C:5]([O:7][CH3:8])=[O:6].[B:14]1([B:14]2[O:18][C:17]([CH3:20])([CH3:19])[C:16]([CH3:22])([CH3:21])[O:15]2)[O:18][C:17]([CH3:20])([CH3:19])[C:16]([CH3:22])([CH3:21])[O:15]1.[C:32]([O-])(=[O:34])C.[K+]. Product: [CH3:32][O:34][C:3]1[CH:2]=[CH:11][C:10]([B:14]2[O:18][C:17]([CH3:20])([CH3:19])[C:16]([CH3:22])([CH3:21])[O:15]2)=[CH:9][C:4]=1[C:5]([O:7][CH3:8])=[O:6]. The catalyst class is: 829. (3) Reactant: [Cl:1][C:2]1[CH:7]=[CH:6][C:5]([CH2:8]Cl)=[C:4]([F:10])[CH:3]=1.[C-:11]#[N:12].[Na+]. Product: [Cl:1][C:2]1[CH:7]=[CH:6][C:5]([CH2:8][C:11]#[N:12])=[C:4]([F:10])[CH:3]=1. The catalyst class is: 40.